Dataset: Reaction yield outcomes from USPTO patents with 853,638 reactions. Task: Predict the reaction yield, written as a fraction of the theoretical maximum amount of product (1.0 means a 100% yield; for example, 0.34 means a 34% yield). The reactants are [O:1]=[C:2]1[CH:7]([C:8]([O:10]CC)=O)[CH2:6][CH2:5][CH2:4][NH:3]1.[CH:13]1([NH2:18])[CH2:17][CH2:16][CH2:15][CH2:14]1. No catalyst specified. The product is [CH:13]1([NH:18][C:8]([CH:7]2[CH2:6][CH2:5][CH2:4][NH:3][C:2]2=[O:1])=[O:10])[CH2:17][CH2:16][CH2:15][CH2:14]1. The yield is 0.890.